This data is from Reaction yield outcomes from USPTO patents with 853,638 reactions. The task is: Predict the reaction yield, written as a fraction of the theoretical maximum amount of product (1.0 means a 100% yield; for example, 0.34 means a 34% yield). (1) The reactants are [C:1]([Si:5]([O:8][CH2:9][CH2:10][O:11][C:12]1[CH:17]=[CH:16][C:15]([N+:18]([O-])=O)=[C:14]([O:21][CH3:22])[CH:13]=1)([CH3:7])[CH3:6])([CH3:4])([CH3:3])[CH3:2]. The catalyst is C(OCC)(=O)C.[Pd]. The product is [C:1]([Si:5]([CH3:7])([CH3:6])[O:8][CH2:9][CH2:10][O:11][C:12]1[CH:17]=[CH:16][C:15]([NH2:18])=[C:14]([O:21][CH3:22])[CH:13]=1)([CH3:4])([CH3:3])[CH3:2]. The yield is 0.990. (2) The reactants are COC([N:5]1[C:13]2[C:8](=[C:9]([NH:14][C:15]([NH:17][CH:18]3[C:27]4[C:22](=[CH:23][C:24]([C:28]([CH3:31])([CH3:30])[CH3:29])=[CH:25][CH:26]=4)[O:21][CH2:20][CH2:19]3)=[O:16])[CH:10]=[CH:11][CH:12]=2)[CH:7]=[N:6]1)=O.[OH-].[Na+]. The catalyst is CO.O1CCCC1.O. The product is [C:28]([C:24]1[CH:23]=[C:22]2[C:27]([CH:18]([NH:17][C:15]([NH:14][C:9]3[CH:10]=[CH:11][CH:12]=[C:13]4[C:8]=3[CH:7]=[N:6][NH:5]4)=[O:16])[CH2:19][CH2:20][O:21]2)=[CH:26][CH:25]=1)([CH3:31])([CH3:29])[CH3:30]. The yield is 0.860. (3) The reactants are [F:1][C:2]1[CH:10]=[CH:9][C:8]([CH2:11][C:12]2[C:21]3[C:16](=[CH:17][CH:18]=[CH:19][CH:20]=3)[C:15](=[O:22])[NH:14][N:13]=2)=[CH:7][C:3]=1[C:4](O)=[O:5].F[P-](F)(F)(F)(F)F.N1(OC(N(C)C)=[N+](C)C)C2C=CC=CC=2N=N1.[CH:47]1([CH2:50][NH:51][C:52]([C:54]2[N:55]=[C:56]([C:63]([F:66])([F:65])[F:64])[N:57]3[CH2:62][CH2:61][NH:60][CH2:59][C:58]=23)=[O:53])[CH2:49][CH2:48]1.C(N(CC)C(C)C)(C)C. The catalyst is CN(C)C=O. The product is [CH:47]1([CH2:50][NH:51][C:52]([C:54]2[N:55]=[C:56]([C:63]([F:64])([F:65])[F:66])[N:57]3[CH2:62][CH2:61][N:60]([C:4](=[O:5])[C:3]4[CH:7]=[C:8]([CH2:11][C:12]5[C:21]6[C:16](=[CH:17][CH:18]=[CH:19][CH:20]=6)[C:15](=[O:22])[NH:14][N:13]=5)[CH:9]=[CH:10][C:2]=4[F:1])[CH2:59][C:58]=23)=[O:53])[CH2:49][CH2:48]1. The yield is 0.300. (4) The yield is 0.980. The reactants are C([O:3][C:4]([C:6]1[NH:7][C:8]2[C:13]([CH:14]=1)=[CH:12][C:11]([Cl:15])=[CH:10][C:9]=2[CH2:16][C:17]#[N:18])=[O:5])C.O[Li].O.Cl. The product is [Cl:15][C:11]1[CH:12]=[C:13]2[C:8](=[C:9]([CH2:16][C:17]#[N:18])[CH:10]=1)[NH:7][C:6]([C:4]([OH:5])=[O:3])=[CH:14]2. The catalyst is C1COCC1.CCO.O.